This data is from Forward reaction prediction with 1.9M reactions from USPTO patents (1976-2016). The task is: Predict the product of the given reaction. (1) Given the reactants [CH3:1][O:2][C:3]([C:5]1([C:9]2[CH:14]=[CH:13][C:12]([NH:15][C:16]3[C:21]4[CH2:22][CH2:23][CH2:24][C:20]=4[N:19]=[C:18](Cl)[N:17]=3)=[CH:11][CH:10]=2)[CH2:8][CH2:7][CH2:6]1)=[O:4].Cl.[F:27][C:28]1([F:34])[CH2:33][CH2:32][NH:31][CH2:30][CH2:29]1.C(N(C(C)C)CC)(C)C.CCOCC, predict the reaction product. The product is: [CH3:1][O:2][C:3]([C:5]1([C:9]2[CH:14]=[CH:13][C:12]([NH:15][C:16]3[C:21]4[CH2:22][CH2:23][CH2:24][C:20]=4[N:19]=[C:18]([N:31]4[CH2:32][CH2:33][C:28]([F:34])([F:27])[CH2:29][CH2:30]4)[N:17]=3)=[CH:11][CH:10]=2)[CH2:8][CH2:7][CH2:6]1)=[O:4]. (2) Given the reactants [Li]CCCC.Br[C:7]1[S:11][CH:10]=[N:9][CH:8]=1.[Sn:12](Cl)([CH2:21][CH2:22][CH2:23][CH3:24])([CH2:17][CH2:18][CH2:19][CH3:20])[CH2:13][CH2:14][CH2:15][CH3:16].Cl, predict the reaction product. The product is: [CH2:21]([Sn:12]([CH2:13][CH2:14][CH2:15][CH3:16])([CH2:17][CH2:18][CH2:19][CH3:20])[C:7]1[S:11][CH:10]=[N:9][CH:8]=1)[CH2:22][CH2:23][CH3:24]. (3) Given the reactants Cl[C:2]1[O:3][C:4]([CH2:14][CH2:15][CH2:16][O:17][C:18]2[CH:23]=[CH:22][CH:21]=[CH:20][C:19]=2[O:24][CH3:25])=[C:5]([C:7]2[CH:12]=[CH:11][C:10]([Cl:13])=[CH:9][CH:8]=2)[N:6]=1.[CH2:26]([C:29]1[NH:30][CH:31]=[CH:32][N:33]=1)[CH2:27][CH3:28].C(=O)([O-])[O-].[K+].[K+].CN(C)C=O, predict the reaction product. The product is: [Cl:13][C:10]1[CH:11]=[CH:12][C:7]([C:5]2[N:6]=[C:2]([N:30]3[CH:31]=[CH:32][N:33]=[C:29]3[CH2:26][CH2:27][CH3:28])[O:3][C:4]=2[CH2:14][CH2:15][CH2:16][O:17][C:18]2[CH:23]=[CH:22][CH:21]=[CH:20][C:19]=2[O:24][CH3:25])=[CH:8][CH:9]=1. (4) Given the reactants [Cl:1][C:2]1[CH:3]=[CH:4][CH:5]=[C:6]2[C:11]=1[O:10][C:9](=[O:12])[C:8]([C:13]1[N:14]=[C:15]([NH:18][C:19]3[CH:24]=[C:23]([CH3:25])[CH:22]=[C:21]([CH3:26])[CH:20]=3)[S:16][CH:17]=1)=[CH:7]2.[H-].[Na+].[CH3:29]I, predict the reaction product. The product is: [Cl:1][C:2]1[CH:3]=[CH:4][CH:5]=[C:6]2[C:11]=1[O:10][C:9](=[O:12])[C:8]([C:13]1[N:14]=[C:15]([N:18]([C:19]3[CH:24]=[C:23]([CH3:25])[CH:22]=[C:21]([CH3:26])[CH:20]=3)[CH3:29])[S:16][CH:17]=1)=[CH:7]2. (5) Given the reactants [Br:1][C:2]1[CH:7]=[CH:6][C:5]([C:8]2[N:9]([C:28]3[CH:33]=[CH:32][C:31]([Cl:34])=[CH:30][CH:29]=3)[C:10](=[O:27])[C:11]3[CH:16]=[N:15][N:14]([C:17]4[CH:18]=[C:19]([S:23]([NH2:26])(=[O:25])=[O:24])[CH:20]=[CH:21][CH:22]=4)[C:12]=3[N:13]=2)=[CH:4][CH:3]=1.[CH3:35][C:36](=O)[CH2:37][CH2:38][C:39](=O)[CH3:40].O.C1(C)C=CC(S(O)(=O)=O)=CC=1, predict the reaction product. The product is: [Br:1][C:2]1[CH:3]=[CH:4][C:5]([C:8]2[N:9]([C:28]3[CH:33]=[CH:32][C:31]([Cl:34])=[CH:30][CH:29]=3)[C:10](=[O:27])[C:11]3[CH:16]=[N:15][N:14]([C:17]4[CH:22]=[CH:21][CH:20]=[C:19]([S:23]([N:26]5[C:39]([CH3:40])=[CH:38][CH:37]=[C:36]5[CH3:35])(=[O:24])=[O:25])[CH:18]=4)[C:12]=3[N:13]=2)=[CH:6][CH:7]=1. (6) The product is: [CH3:32][O:33][C:34]1[CH:30]=[CH:31][C:6]([CH2:7][O:3][CH2:4][CH2:5][CH2:6][C@@:7]2([C:24]3[CH:29]=[CH:28][CH:27]=[CH:26][CH:25]=3)[O:12][C:11](=[O:13])[N:10]([C@H:14]([C:16]3[CH:17]=[CH:18][C:19]([CH:22]=[CH2:23])=[CH:20][CH:21]=3)[CH3:15])[CH2:9][CH2:8]2)=[CH:5][CH:4]=1. Given the reactants [H-].[Na+].[OH:3][CH2:4][CH2:5][CH2:6][C@@:7]1([C:24]2[CH:29]=[CH:28][CH:27]=[CH:26][CH:25]=2)[O:12][C:11](=[O:13])[N:10]([C@H:14]([C:16]2[CH:21]=[CH:20][C:19]([CH:22]=[CH2:23])=[CH:18][CH:17]=2)[CH3:15])[CH2:9][CH2:8]1.[CH2:30]1[CH2:34][O:33][CH2:32][CH2:31]1, predict the reaction product. (7) The product is: [CH:1]12[CH2:7][CH:4]([CH:3]=[CH:2]1)[CH2:5][CH2:6]2.[CH3:24][C:21]1[CH:22]=[C:12]([O:11][CH3:10])[CH:13]=[CH:14][C:15]=1[CH:16]=[CH:17][C:18]([O-:20])=[O:19]. Given the reactants [CH:1]12[CH2:7][CH:4]([CH:5]=[CH:6]1)[CH2:3][CH:2]2CO.[CH3:10][O:11][C:12]1[CH:22]=[CH:21][C:15]([CH:16]=[CH:17][C:18]([OH:20])=[O:19])=[CH:14][CH:13]=1.Cl.[CH3:24]N(C)CCCN=C=NCC.O.ON1C2C=CC=CC=2N=N1.C(N(CC)CC)C, predict the reaction product.